From a dataset of NCI-60 drug combinations with 297,098 pairs across 59 cell lines. Regression. Given two drug SMILES strings and cell line genomic features, predict the synergy score measuring deviation from expected non-interaction effect. (1) Drug 1: CC1C(C(CC(O1)OC2CC(OC(C2O)C)OC3=CC4=CC5=C(C(=O)C(C(C5)C(C(=O)C(C(C)O)O)OC)OC6CC(C(C(O6)C)O)OC7CC(C(C(O7)C)O)OC8CC(C(C(O8)C)O)(C)O)C(=C4C(=C3C)O)O)O)O. Drug 2: N.N.Cl[Pt+2]Cl. Cell line: HCT-15. Synergy scores: CSS=25.4, Synergy_ZIP=2.96, Synergy_Bliss=7.44, Synergy_Loewe=4.29, Synergy_HSA=6.95. (2) Cell line: SK-MEL-28. Synergy scores: CSS=7.63, Synergy_ZIP=-2.24, Synergy_Bliss=2.50, Synergy_Loewe=-9.59, Synergy_HSA=-0.518. Drug 2: CCC1(C2=C(COC1=O)C(=O)N3CC4=CC5=C(C=CC(=C5CN(C)C)O)N=C4C3=C2)O.Cl. Drug 1: CNC(=O)C1=NC=CC(=C1)OC2=CC=C(C=C2)NC(=O)NC3=CC(=C(C=C3)Cl)C(F)(F)F. (3) Drug 1: C1CN1P(=S)(N2CC2)N3CC3. Drug 2: COCCOC1=C(C=C2C(=C1)C(=NC=N2)NC3=CC=CC(=C3)C#C)OCCOC.Cl. Cell line: OVCAR-8. Synergy scores: CSS=11.1, Synergy_ZIP=-6.70, Synergy_Bliss=-3.44, Synergy_Loewe=-2.04, Synergy_HSA=-1.88.